This data is from Forward reaction prediction with 1.9M reactions from USPTO patents (1976-2016). The task is: Predict the product of the given reaction. (1) The product is: [NH3:17].[CH3:1][O:2][C:3]([C:5]1[S:6][C:7]([S:23][CH3:24])=[C:8]([S:10]([C:13]2[CH:21]=[C:20]([Cl:22])[C:16]3[N:17]=[CH:18][N:19]([CH2:26][C:27]4[C:32]([F:33])=[CH:31][CH:30]=[CH:29][C:28]=4[F:34])[C:15]=3[CH:14]=2)(=[O:11])=[O:12])[CH:9]=1)=[O:4].[CH3:1][O:2][C:3]([C:5]1[S:6][C:7]([S:23][CH3:24])=[C:8]([S:10]([C:13]2[CH:21]=[C:20]([Cl:22])[C:16]3[N:17]([CH2:26][C:27]4[C:32]([F:33])=[CH:31][CH:30]=[CH:29][C:28]=4[F:34])[CH:18]=[N:19][C:15]=3[CH:14]=2)(=[O:11])=[O:12])[CH:9]=1)=[O:4]. Given the reactants [CH3:1][O:2][C:3]([C:5]1[S:6][C:7]([S:23][CH3:24])=[C:8]([S:10]([C:13]2[CH:21]=[C:20]([Cl:22])[C:16]3[NH:17][CH:18]=[N:19][C:15]=3[CH:14]=2)(=[O:12])=[O:11])[CH:9]=1)=[O:4].Br[CH2:26][C:27]1[C:32]([F:33])=[CH:31][CH:30]=[CH:29][C:28]=1[F:34].C([O-])([O-])=O.[K+].[K+], predict the reaction product. (2) Given the reactants [CH3:1][C:2](=[O:5])[CH2:3][CH3:4].BrBr.[NH2:8][C:9]([NH2:11])=[S:10].[CH3:12]O, predict the reaction product. The product is: [CH3:12][O:5][CH:2]([C:3]1[N:8]=[C:9]([NH2:11])[S:10][CH:4]=1)[CH3:1]. (3) Given the reactants [C:1]1(=[O:7])[O:6][C:4](=[O:5])[CH2:3][CH2:2]1.[OH:8][CH2:9][CH:10]([CH2:12][OH:13])[OH:11], predict the reaction product. The product is: [OH:8][CH2:9][CH:10]([CH2:12][OH:13])[OH:11].[C:1]([O-:6])(=[O:7])[CH2:2][CH2:3][C:4]([O-:8])=[O:5]. (4) Given the reactants C([O:8][NH:9][C:10]([C:12]1[C:17]([O:18]CC2C=CC=CC=2)=[C:16]([CH2:26][OH:27])[C:15]([C:28]([NH:30][CH2:31][C:32]2[CH:37]=[CH:36][C:35]([F:38])=[C:34]([Cl:39])[CH:33]=2)=[O:29])=[CH:14][N:13]=1)=[O:11])C1C=CC=CC=1, predict the reaction product. The product is: [Cl:39][C:34]1[CH:33]=[C:32]([CH:37]=[CH:36][C:35]=1[F:38])[CH2:31][NH:30][C:28]([C:15]1[C:16]([CH2:26][OH:27])=[C:17]([OH:18])[C:12]([C:10]([NH:9][OH:8])=[O:11])=[N:13][CH:14]=1)=[O:29]. (5) Given the reactants Br[C:2]1[C:15]2[C:16]3=[C:17]4[C:12](=[CH:13][CH:14]=2)[CH:11]=[CH:10][C:9](Br)=[C:8]4[CH:7]=[CH:6][C:5]3=[CH:4][CH:3]=1.[CH3:19][C:20]1[CH:21]=[C:22]([NH:26][C:27]2[CH:32]=[CH:31][CH:30]=[C:29]([C:33]3([C:46]4[CH:51]=[CH:50][CH:49]=[CH:48][CH:47]=4)[C:45]4[CH:44]=[CH:43][CH:42]=[CH:41][C:40]=4[C:39]4[C:34]3=[CH:35][CH:36]=[CH:37][CH:38]=4)[CH:28]=2)[CH:23]=[CH:24][CH:25]=1.[CH3:52][C:53]([CH3:56])([O-])[CH3:54].[Na+].[C:67](P([C:67]([CH3:70])([CH3:69])[CH3:68])[C:67]([CH3:70])([CH3:69])[CH3:68])([CH3:70])([CH3:69])[CH3:68], predict the reaction product. The product is: [CH3:19][C:20]1[CH:21]=[C:22]([N:26]([C:27]2[CH:32]=[CH:31][CH:30]=[C:29]([C:33]3([C:46]4[CH:51]=[CH:50][CH:49]=[CH:48][CH:47]=4)[C:45]4[CH:44]=[CH:43][CH:42]=[CH:41][C:40]=4[C:39]4[C:34]3=[CH:35][CH:36]=[CH:37][CH:38]=4)[CH:28]=2)[C:2]2[C:15]3=[C:16]4[C:17]5[C:12]([CH:13]=[CH:14]3)=[CH:11][CH:10]=[C:9]([N:26]([C:22]3[CH:21]=[CH:20][CH:69]=[C:67]([CH3:68])[CH:70]=3)[C:27]3[CH:28]=[CH:29][CH:54]=[C:53]([C:56]6([C:49]7[CH:48]=[CH:47][CH:46]=[CH:51][CH:50]=7)[C:41]7[CH:42]=[CH:43][CH:44]=[CH:45][C:40]=7[C:39]7[C:38]6=[CH:37][CH:36]=[CH:35][CH:34]=7)[CH:52]=3)[C:8]=5[CH:7]=[CH:6][C:5]4=[CH:4][CH:3]=2)[CH:23]=[CH:24][CH:25]=1. (6) Given the reactants [F-:1].[K+].C1OCCOCCOCCOCCOCCOC1.Br[CH2:22][C:23]([C:25]1[CH:30]=[CH:29][CH:28]=[CH:27][CH:26]=1)=[O:24].C(OCC)C, predict the reaction product. The product is: [F:1][CH2:22][C:23]([C:25]1[CH:30]=[CH:29][CH:28]=[CH:27][CH:26]=1)=[O:24].